This data is from Full USPTO retrosynthesis dataset with 1.9M reactions from patents (1976-2016). The task is: Predict the reactants needed to synthesize the given product. (1) The reactants are: [C:1]1([CH:7]2[CH2:11][NH:10][N:9]=[C:8]2[C:12]2[CH:22]=[CH:21][C:15]3[O:16][CH2:17][C:18](=[O:20])[NH:19][C:14]=3[CH:13]=2)[CH:6]=[CH:5][CH:4]=[CH:3][CH:2]=1.[C:23](OC(=O)C)(=[O:25])[CH3:24]. Given the product [C:23]([N:10]1[CH2:11][CH:7]([C:1]2[CH:2]=[CH:3][CH:4]=[CH:5][CH:6]=2)[C:8]([C:12]2[CH:22]=[CH:21][C:15]3[O:16][CH2:17][C:18](=[O:20])[NH:19][C:14]=3[CH:13]=2)=[N:9]1)(=[O:25])[CH3:24], predict the reactants needed to synthesize it. (2) Given the product [CH3:27][O:28][CH2:29][CH2:30][N:31]1[CH2:36][CH2:35][N:34]([CH2:1][CH:2]2[C:14](=[O:15])[C:13]3[C:12]4[C:7](=[CH:8][CH:9]=[CH:10][CH:11]=4)[N:6]([CH2:16][C:17]4[CH:18]=[CH:19][C:20]([C:21]([O:23][CH3:24])=[O:22])=[CH:25][CH:26]=4)[C:5]=3[CH2:4][CH2:3]2)[CH2:33][CH2:32]1, predict the reactants needed to synthesize it. The reactants are: [CH2:1]=[C:2]1[C:14](=[O:15])[C:13]2[C:12]3[C:7](=[CH:8][CH:9]=[CH:10][CH:11]=3)[N:6]([CH2:16][C:17]3[CH:26]=[CH:25][C:20]([C:21]([O:23][CH3:24])=[O:22])=[CH:19][CH:18]=3)[C:5]=2[CH2:4][CH2:3]1.[CH3:27][O:28][CH2:29][CH2:30][N:31]1[CH2:36][CH2:35][NH:34][CH2:33][CH2:32]1. (3) Given the product [CH:23]([N:36]1[CH2:41][CH2:40][N:39]([C:20](=[O:21])[CH2:19][N:3]2[CH2:4][CH2:5][C:6]([C:7]3[CH:12]=[CH:11][CH:10]=[CH:9][CH:8]=3)([C:13]3[CH:18]=[CH:17][CH:16]=[CH:15][CH:14]=3)[C:2]2=[O:1])[CH2:38][C:37]1=[O:42])([C:24]1[CH:29]=[CH:28][CH:27]=[CH:26][CH:25]=1)[C:30]1[CH:35]=[CH:34][CH:33]=[CH:32][CH:31]=1, predict the reactants needed to synthesize it. The reactants are: [O:1]=[C:2]1[C:6]([C:13]2[CH:18]=[CH:17][CH:16]=[CH:15][CH:14]=2)([C:7]2[CH:12]=[CH:11][CH:10]=[CH:9][CH:8]=2)[CH2:5][CH2:4][N:3]1[CH2:19][C:20](O)=[O:21].[CH:23]([N:36]1[CH2:41][CH2:40][NH:39][CH2:38][C:37]1=[O:42])([C:30]1[CH:35]=[CH:34][CH:33]=[CH:32][CH:31]=1)[C:24]1[CH:29]=[CH:28][CH:27]=[CH:26][CH:25]=1.F[P-](F)(F)(F)(F)F.N1(OC(N(C)C)=[N+](C)C)C2N=CC=CC=2N=N1.C(N(C(C)C)CC)(C)C. (4) Given the product [NH:1]1[C:9]2[C:4](=[CH:5][CH:6]=[CH:7][C:8]=2[NH:10][C:11]2[N:16]3[N:17]=[CH:18][C:19]([C:20]([NH:42][S:39]([CH2:37][CH3:38])(=[O:41])=[O:40])=[O:21])=[C:15]3[N:14]=[CH:13][C:12]=2[C:23]([N:25]2[CH2:30][CH2:29][CH:28]([C:31]3[CH:36]=[CH:35][CH:34]=[CH:33][CH:32]=3)[CH2:27][CH2:26]2)=[O:24])[CH:3]=[CH:2]1, predict the reactants needed to synthesize it. The reactants are: [NH:1]1[C:9]2[C:4](=[CH:5][CH:6]=[CH:7][C:8]=2[NH:10][C:11]2[N:16]3[N:17]=[CH:18][C:19]([C:20](O)=[O:21])=[C:15]3[N:14]=[CH:13][C:12]=2[C:23]([N:25]2[CH2:30][CH2:29][CH:28]([C:31]3[CH:36]=[CH:35][CH:34]=[CH:33][CH:32]=3)[CH2:27][CH2:26]2)=[O:24])[CH:3]=[CH:2]1.[CH2:37]([S:39]([NH2:42])(=[O:41])=[O:40])[CH3:38]. (5) Given the product [F:15][C:14]([F:17])([F:16])[C:13](=[O:18])[CH2:12][C:11]([CH3:20])([C:4]1[C:5]2[O:9][CH2:8][CH2:7][C:6]=2[CH:10]=[C:2]([C:23]2[CH:22]=[N:21][CH:26]=[CH:25][CH:24]=2)[CH:3]=1)[CH3:19], predict the reactants needed to synthesize it. The reactants are: Br[C:2]1[CH:3]=[C:4]([C:11]([CH3:20])([CH3:19])[CH2:12][C:13](=[O:18])[C:14]([F:17])([F:16])[F:15])[C:5]2[O:9][CH2:8][CH2:7][C:6]=2[CH:10]=1.[N:21]1[CH:26]=[CH:25][CH:24]=[C:23](B(O)O)[CH:22]=1.C(=O)([O-])[O-].[K+].[K+]. (6) The reactants are: [I:1][C:2]1[CH:3]=[C:4]([CH:8]=[C:9]([N+:11]([O-:13])=[O:12])[CH:10]=1)[C:5]([OH:7])=[O:6].[CH3:14]O.S(Cl)(Cl)=O. Given the product [I:1][C:2]1[CH:3]=[C:4]([CH:8]=[C:9]([N+:11]([O-:13])=[O:12])[CH:10]=1)[C:5]([O:7][CH3:14])=[O:6], predict the reactants needed to synthesize it.